Dataset: Catalyst prediction with 721,799 reactions and 888 catalyst types from USPTO. Task: Predict which catalyst facilitates the given reaction. (1) Reactant: C(=O)([O-])[O-].[K+].[K+].[Cl:7][C:8]1[CH:13]=[CH:12][C:11]([CH2:14][N:15]2[CH2:20][CH2:19][NH:18][CH2:17][CH2:16]2)=[CH:10][CH:9]=1.Cl[CH2:22][C:23]([O:25][CH2:26][CH3:27])=[O:24]. Product: [Cl:7][C:8]1[CH:9]=[CH:10][C:11]([CH2:14][N:15]2[CH2:16][CH2:17][N:18]([CH2:22][C:23]([O:25][CH2:26][CH3:27])=[O:24])[CH2:19][CH2:20]2)=[CH:12][CH:13]=1. The catalyst class is: 10. (2) The catalyst class is: 16. Reactant: [OH:1][C:2]1[CH:3]=[C:4]([C:14]2[N:15](C(OC(C)(C)C)=O)[C:16]([C:19]3[S:20][CH:21]=[CH:22][N:23]=3)=[CH:17][CH:18]=2)[CH:5]=[C:6]([O:8][C@@H:9]([CH3:13])[CH2:10][O:11][CH3:12])[CH:7]=1.F[C:32]1[CH:39]=[CH:38][C:35]([CH:36]=[O:37])=[CH:34][C:33]=1[CH3:40].[H-].[Na+].[Cl-].[NH4+]. Product: [CH3:12][O:11][CH2:10][C@H:9]([CH3:13])[O:8][C:6]1[CH:7]=[C:2]([CH:3]=[C:4]([C:14]2[NH:15][C:16]([C:19]3[S:20][CH:21]=[CH:22][N:23]=3)=[CH:17][CH:18]=2)[CH:5]=1)[O:1][C:32]1[CH:39]=[CH:38][C:35]([CH:36]=[O:37])=[CH:34][C:33]=1[CH3:40]. (3) Product: [Cl:17][C:18]1[CH:23]=[C:22]([C:24]2([C:26]([F:29])([F:27])[F:28])[O:1][N:2]=[C:3]([C:4]3[N:5]4[C:9]([C:10]([C:13]([O:15][CH3:16])=[O:14])=[CH:11][CH:12]=3)=[CH:8][CH:7]=[CH:6]4)[CH2:25]2)[CH:21]=[C:20]([Cl:30])[CH:19]=1. Reactant: [OH:1]/[N:2]=[CH:3]/[C:4]1[N:5]2[C:9]([C:10]([C:13]([O:15][CH3:16])=[O:14])=[CH:11][CH:12]=1)=[CH:8][CH:7]=[CH:6]2.[Cl:17][C:18]1[CH:23]=[C:22]([C:24]([C:26]([F:29])([F:28])[F:27])=[CH2:25])[CH:21]=[C:20]([Cl:30])[CH:19]=1. The catalyst class is: 1. (4) Reactant: [F:1][C:2]1[CH:3]=[C:4]2[C:8](=[CH:9][CH:10]=1)[N:7]([CH2:11][CH2:12][O:13]COC)[CH:6]=[C:5]2[C:17](=[O:34])[CH:18]([NH:25][C:26]1[CH:31]=[CH:30][CH:29]=[C:28]([O:32][CH3:33])[CH:27]=1)[C:19]1[CH:24]=[CH:23][CH:22]=[CH:21][CH:20]=1.O1CCOCC1.C(=O)([O-])[O-].[K+].[K+]. Product: [F:1][C:2]1[CH:3]=[C:4]2[C:8](=[CH:9][CH:10]=1)[N:7]([CH2:11][CH2:12][OH:13])[CH:6]=[C:5]2[C:17](=[O:34])[CH:18]([NH:25][C:26]1[CH:31]=[CH:30][CH:29]=[C:28]([O:32][CH3:33])[CH:27]=1)[C:19]1[CH:20]=[CH:21][CH:22]=[CH:23][CH:24]=1. The catalyst class is: 601. (5) Reactant: [CH3:1][C@@H:2]1[CH2:7][CH2:6][C@H:5]([OH:8])[CH2:4][CH2:3]1.[H-].[Na+].F[C:12]1[CH:17]=[CH:16][C:15]([C:18](=[O:20])[CH3:19])=[CH:14][CH:13]=1. Product: [CH3:1][C@@H:2]1[CH2:7][CH2:6][C@H:5]([O:8][C:12]2[CH:17]=[CH:16][C:15]([C:18](=[O:20])[CH3:19])=[CH:14][CH:13]=2)[CH2:4][CH2:3]1. The catalyst class is: 3. (6) Reactant: [C:14]1(P([C:14]2[CH:19]=[CH:18][CH:17]=[CH:16][CH:15]=2)[C:14]2[CH:19]=[CH:18][CH:17]=[CH:16][CH:15]=2)[CH:19]=[CH:18][CH:17]=[CH:16][CH:15]=1.N([C:28]([O:30][CH:31]([CH3:33])C)=O)=N[C:28]([O:30][CH:31](C)[CH3:33])=O. Product: [CH2:31]([O:30][CH2:28][C:14]1[CH:15]=[CH:16][CH:17]=[CH:18][CH:19]=1)[C:33]1[CH:18]=[CH:19][CH:14]=[CH:15][CH:16]=1. The catalyst class is: 27. (7) Reactant: [C:1]([C:5]1[S:9][C:8]([C:10]([O:12]CC)=[O:11])=[N:7][N:6]=1)([CH3:4])([CH3:3])[CH3:2].O.[OH-].[Li+:17]. Product: [C:1]([C:5]1[S:9][C:8]([C:10]([O-:12])=[O:11])=[N:7][N:6]=1)([CH3:4])([CH3:2])[CH3:3].[Li+:17]. The catalyst class is: 20. (8) Reactant: [CH3:1][C:2]([C:13]1[CH:17]=[C:16]([NH:18][C:19](=[O:32])[C:20]([CH3:31])([S:22]([CH:25]2[CH2:30][CH2:29][O:28][CH2:27][CH2:26]2)(=[O:24])=[O:23])[CH3:21])[O:15][N:14]=1)([CH3:12])[C@@H:3]([O:5]C1CCCCO1)[CH3:4].C1(C)C=CC(S([O-])(=O)=O)=CC=1.[NH+]1C=CC=CC=1. Product: [OH:5][C@@H:3]([CH3:4])[C:2]([C:13]1[CH:17]=[C:16]([NH:18][C:19](=[O:32])[C:20]([CH3:31])([S:22]([CH:25]2[CH2:26][CH2:27][O:28][CH2:29][CH2:30]2)(=[O:24])=[O:23])[CH3:21])[O:15][N:14]=1)([CH3:12])[CH3:1]. The catalyst class is: 8. (9) Reactant: [N+:1]([CH2:4][C:5]1[CH:10]=[CH:9][C:8]([C:11]2[CH:16]=[CH:15][C:14]([C:17]([F:20])([F:19])[F:18])=[CH:13][CH:12]=2)=[CH:7][CH:6]=1)([O-:3])=[O:2].[CH2:21]1[CH2:31][CH2:30]N2C(=NCCC2)C[CH2:22]1.C1(C=O)CC1. Product: [CH:21]1(/[CH:22]=[C:4](/[C:5]2[CH:6]=[CH:7][C:8]([C:11]3[CH:16]=[CH:15][C:14]([C:17]([F:18])([F:19])[F:20])=[CH:13][CH:12]=3)=[CH:9][CH:10]=2)\[N+:1]([O-:3])=[O:2])[CH2:30][CH2:31]1. The catalyst class is: 18. (10) Reactant: [CH2:1]([O:3][C:4]([C@@H:6]1[CH2:10][CH2:9][CH2:8][C@H:7]1[C:11]([O:13]CC)=[O:12])=[O:5])[CH3:2].[OH-].[Li+]. Product: [CH2:1]([O:3][C:4]([C@@H:6]1[CH2:10][CH2:9][CH2:8][C@H:7]1[C:11]([OH:13])=[O:12])=[O:5])[CH3:2]. The catalyst class is: 6.